Dataset: Full USPTO retrosynthesis dataset with 1.9M reactions from patents (1976-2016). Task: Predict the reactants needed to synthesize the given product. (1) Given the product [F:14][C:2]1[CH:7]=[CH:6][C:5]([C@@H:8]2[CH2:10][C@H:9]2[C:11]([OH:13])=[O:12])=[CH:4][CH:3]=1, predict the reactants needed to synthesize it. The reactants are: Cl[C:2]1[CH:7]=[CH:6][C:5]([CH:8]2[CH2:10][CH:9]2[C:11]([OH:13])=[O:12])=[CH:4][CH:3]=1.[F:14]C1C=CC(C=C)=CC=1. (2) The reactants are: [CH3:1][C:2]1[CH:7]=[CH:6][C:5]([S:8]([O:11][CH2:12][CH2:13][CH2:14][CH2:15][O:16][CH2:17][CH2:18][CH2:19][CH2:20][O:21][CH2:22][C:23]([O:25]CC)=[O:24])(=[O:10])=[O:9])=[CH:4][CH:3]=1.[OH-].[Na+]. Given the product [CH3:1][C:2]1[CH:7]=[CH:6][C:5]([S:8]([O:11][CH2:12][CH2:13][CH2:14][CH2:15][O:16][CH2:17][CH2:18][CH2:19][CH2:20][O:21][CH2:22][C:23]([OH:25])=[O:24])(=[O:9])=[O:10])=[CH:4][CH:3]=1, predict the reactants needed to synthesize it. (3) The reactants are: [Cl:1][C:2]1[CH:7]=[CH:6][C:5]([N:8]([CH2:20][C:21](O)=[O:22])[S:9]([C:12]2[CH:17]=[CH:16][CH:15]=[C:14]([O:18][CH3:19])[CH:13]=2)(=[O:11])=[O:10])=[CH:4][CH:3]=1.CCN=C=NCCCN(C)C.C1C=CC2N(O)N=NC=2C=1.CCN(C(C)C)C(C)C.[C:54]1([CH:60]2[CH2:64][CH2:63][CH2:62][NH:61]2)[CH:59]=[CH:58][CH:57]=[CH:56][CH:55]=1. Given the product [Cl:1][C:2]1[CH:3]=[CH:4][C:5]([N:8]([CH2:20][C:21](=[O:22])[N:61]2[CH2:62][CH2:63][CH2:64][CH:60]2[C:54]2[CH:59]=[CH:58][CH:57]=[CH:56][CH:55]=2)[S:9]([C:12]2[CH:17]=[CH:16][CH:15]=[C:14]([O:18][CH3:19])[CH:13]=2)(=[O:10])=[O:11])=[CH:6][CH:7]=1, predict the reactants needed to synthesize it. (4) Given the product [CH3:22][O:23][CH:24]([C:28]([NH:30][CH2:31][C:32]([F:37])([F:38])[C:33]([F:34])([F:35])[F:36])=[O:29])[C:25]([NH:1][C@@H:2]1[C:8](=[O:9])[N:7]([CH2:10][CH2:11][O:12][CH3:13])[C:6]2[CH:14]=[CH:15][CH:16]=[CH:17][C:5]=2[C:4]2[CH:18]=[CH:19][CH:20]=[CH:21][C:3]1=2)=[O:26], predict the reactants needed to synthesize it. The reactants are: [NH2:1][C@@H:2]1[C:8](=[O:9])[N:7]([CH2:10][CH2:11][O:12][CH3:13])[C:6]2[CH:14]=[CH:15][CH:16]=[CH:17][C:5]=2[C:4]2[CH:18]=[CH:19][CH:20]=[CH:21][C:3]1=2.[CH3:22][O:23][CH:24]([C:28]([NH:30][CH2:31][C:32]([F:38])([F:37])[C:33]([F:36])([F:35])[F:34])=[O:29])[C:25](O)=[O:26]. (5) Given the product [Br:24][CH:30]1[CH:29]([OH:28])[CH:5]=[C:6]([C:8]2[CH:13]=[CH:12][N:11]=[CH:10][C:9]=2[N+:14]([O-:16])=[O:15])[CH2:7][CH:2]1[CH3:1], predict the reactants needed to synthesize it. The reactants are: [CH3:1][CH:2]1[CH2:7][C:6]([C:8]2[CH:13]=[CH:12][N:11]=[CH:10][C:9]=2[N+:14]([O-:16])=[O:15])=[CH:5]C=C1.C1C(=O)N([Br:24])C(=O)C1.C([O:28][CH2:29][CH3:30])(=O)C. (6) Given the product [CH3:3][C@H:4]([NH:7][C:8](=[O:14])[O:9][C:10]([CH3:13])([CH3:12])[CH3:11])[CH2:5][NH:2][CH3:1], predict the reactants needed to synthesize it. The reactants are: [CH3:1][NH2:2].[CH3:3][C@H:4]([NH:7][C:8](=[O:14])[O:9][C:10]([CH3:13])([CH3:12])[CH3:11])[CH:5]=O.S([O-])([O-])(=O)=O.[Na+].[Na+].